Dataset: Full USPTO retrosynthesis dataset with 1.9M reactions from patents (1976-2016). Task: Predict the reactants needed to synthesize the given product. The reactants are: ClC1C=C2C(=CC=1)[N:7](S(C1C=CC=CC=1)(=O)=O)C(C(OCC)=O)=C2S(Cl)(=O)=O.[I:29][C:30]1[CH:31]=[C:32]2[C:36](=[CH:37][CH:38]=1)[N:35](S(C1C=CC=CC=1)(=O)=O)[C:34]([C:48](OCC)=[O:49])=[C:33]2[S:53](Cl)(=[O:55])=[O:54].Cl.CN.Cl.[CH3:61][O:62][NH:63][CH3:64]. Given the product [I:29][C:30]1[CH:31]=[C:32]2[C:36](=[CH:37][CH:38]=1)[NH:35][C:34]([C:48]([NH2:7])=[O:49])=[C:33]2[S:53]([N:63]([O:62][CH3:61])[CH3:64])(=[O:54])=[O:55], predict the reactants needed to synthesize it.